From a dataset of Reaction yield outcomes from USPTO patents with 853,638 reactions. Predict the reaction yield, written as a fraction of the theoretical maximum amount of product (1.0 means a 100% yield; for example, 0.34 means a 34% yield). (1) The reactants are Cl.CN.[N:4]1([C:9](=[O:29])[CH2:10][C@H:11]([C:18]2[C:26]3[C:21](=[CH:22][CH:23]=[CH:24][C:25]=3[O:27][CH3:28])[NH:20][CH:19]=2)[C:12]2[CH:17]=[CH:16][CH:15]=[CH:14][CH:13]=2)C=CN=[CH:5]1.O. The catalyst is C(O)(C)C. The product is [CH3:28][O:27][C:25]1[CH:24]=[CH:23][CH:22]=[C:21]2[C:26]=1[C:18]([C@H:11]([C:12]1[CH:17]=[CH:16][CH:15]=[CH:14][CH:13]=1)[CH2:10][C:9]([NH:4][CH3:5])=[O:29])=[CH:19][NH:20]2. The yield is 0.980. (2) The reactants are Cl.[NH2:2][OH:3].C[O-].[Na+].CO.C[O:10][C:11](=O)[C@@H:12]([NH:16][S:17]([C:19]1[CH:24]=[CH:23][C:22]([C:25]#[C:26][C:27]2[CH:32]=[CH:31][C:30]([CH2:33][N:34]3[CH2:39][CH2:38][O:37][CH2:36][CH2:35]3)=[CH:29][CH:28]=2)=[CH:21][CH:20]=1)=[O:18])[C@H:13]([OH:15])[CH3:14].Cl. The catalyst is CO.C1COCC1.CO. The product is [OH:15][C@H:13]([CH3:14])[C@H:12]([NH:16][S:17]([C:19]1[CH:20]=[CH:21][C:22]([C:25]#[C:26][C:27]2[CH:32]=[CH:31][C:30]([CH2:33][N:34]3[CH2:39][CH2:38][O:37][CH2:36][CH2:35]3)=[CH:29][CH:28]=2)=[CH:23][CH:24]=1)=[O:18])[C:11]([NH:2][OH:3])=[O:10]. The yield is 0.0440. (3) The reactants are [H-].[Na+].[CH3:3][CH2:4][O:5][C:6]([CH:8](P(OCC)(OCC)=O)[CH3:9])=[O:7].[Cl:18][C:19]1[CH:20]=[C:21]([C:25]2[CH:34]=[C:33]([CH:35]=O)[C:32]([O:37][CH3:38])=[C:31]3[C:26]=2[CH:27]=[N:28][C:29]([NH:39][CH3:40])=[N:30]3)[CH:22]=[CH:23][CH:24]=1.[Cl-].[NH4+]. The catalyst is C1COCC1. The product is [CH2:4]([O:5][C:6](/[C:8](/[CH3:9])=[CH:35]/[C:33]1[C:32]([O:37][CH3:38])=[C:31]2[C:26]([CH:27]=[N:28][C:29]([NH:39][CH3:40])=[N:30]2)=[C:25]([C:21]2[CH:22]=[CH:23][CH:24]=[C:19]([Cl:18])[CH:20]=2)[CH:34]=1)=[O:7])[CH3:3]. The yield is 0.800. (4) The reactants are O[CH:2]=[C:3]1[C:11]2[C:6](=[CH:7][C:8]([C:12]([C:14]3[CH:15]=[C:16]([NH:20][C:21](=[O:23])[CH3:22])[CH:17]=[CH:18][CH:19]=3)=[O:13])=[CH:9][CH:10]=2)[NH:5][C:4]1=[O:24].[CH3:25][N:26]1[CH2:31][CH2:30][N:29]([C:32]2[CH:37]=[CH:36][C:35]([NH2:38])=[CH:34][CH:33]=2)[CH2:28][CH2:27]1. The catalyst is C1COCC1. The product is [CH3:25][N:26]1[CH2:27][CH2:28][N:29]([C:32]2[CH:37]=[CH:36][C:35]([NH:38][CH:2]=[C:3]3[C:11]4[C:6](=[CH:7][C:8]([C:12]([C:14]5[CH:15]=[C:16]([NH:20][C:21](=[O:23])[CH3:22])[CH:17]=[CH:18][CH:19]=5)=[O:13])=[CH:9][CH:10]=4)[NH:5][C:4]3=[O:24])=[CH:34][CH:33]=2)[CH2:30][CH2:31]1. The yield is 0.530. (5) The reactants are [OH:1][C:2]1[CH:3]=[C:4]([CH:7]=[CH:8][C:9]=1[OH:10])[CH:5]=[O:6].[Br:11]Br.O. The catalyst is CC(O)=O. The product is [Br:11][C:8]1[CH:7]=[C:4]([CH:3]=[C:2]([OH:1])[C:9]=1[OH:10])[CH:5]=[O:6]. The yield is 0.480.